Dataset: Forward reaction prediction with 1.9M reactions from USPTO patents (1976-2016). Task: Predict the product of the given reaction. The product is: [CH3:11][N:10]1[C:5]2[CH:4]=[CH:3][C:2]([NH:1][C:22]3[CH:23]=[CH:24][C:19]([N+:16]([O-:18])=[O:17])=[CH:20][CH:21]=3)=[CH:15][C:6]=2[C:7]([CH3:13])([CH3:14])[O:8][C:9]1=[O:12]. Given the reactants [NH2:1][C:2]1[CH:3]=[CH:4][C:5]2[N:10]([CH3:11])[C:9](=[O:12])[O:8][C:7]([CH3:14])([CH3:13])[C:6]=2[CH:15]=1.[N+:16]([C:19]1[CH:24]=[CH:23][C:22](B(O)O)=[CH:21][CH:20]=1)([O-:18])=[O:17], predict the reaction product.